From a dataset of NCI-60 drug combinations with 297,098 pairs across 59 cell lines. Regression. Given two drug SMILES strings and cell line genomic features, predict the synergy score measuring deviation from expected non-interaction effect. (1) Drug 1: CC1=C(C(CCC1)(C)C)C=CC(=CC=CC(=CC(=O)O)C)C. Drug 2: N.N.Cl[Pt+2]Cl. Cell line: NCI-H322M. Synergy scores: CSS=-3.39, Synergy_ZIP=0.311, Synergy_Bliss=-2.83, Synergy_Loewe=-3.91, Synergy_HSA=-5.00. (2) Drug 1: CC12CCC3C(C1CCC2=O)CC(=C)C4=CC(=O)C=CC34C. Drug 2: CC(C)NC(=O)C1=CC=C(C=C1)CNNC.Cl. Cell line: 786-0. Synergy scores: CSS=20.3, Synergy_ZIP=0.500, Synergy_Bliss=0.483, Synergy_Loewe=-2.51, Synergy_HSA=-0.930. (3) Drug 1: C1=C(C(=O)NC(=O)N1)F. Drug 2: C1CC(C1)(C(=O)O)C(=O)O.[NH2-].[NH2-].[Pt+2]. Cell line: A549. Synergy scores: CSS=60.9, Synergy_ZIP=-0.599, Synergy_Bliss=-0.400, Synergy_Loewe=-1.25, Synergy_HSA=6.06. (4) Drug 1: CCC(=C(C1=CC=CC=C1)C2=CC=C(C=C2)OCCN(C)C)C3=CC=CC=C3.C(C(=O)O)C(CC(=O)O)(C(=O)O)O. Drug 2: CS(=O)(=O)CCNCC1=CC=C(O1)C2=CC3=C(C=C2)N=CN=C3NC4=CC(=C(C=C4)OCC5=CC(=CC=C5)F)Cl. Cell line: UO-31. Synergy scores: CSS=8.62, Synergy_ZIP=-4.31, Synergy_Bliss=2.12, Synergy_Loewe=-5.10, Synergy_HSA=1.03. (5) Drug 1: C1=NC2=C(N=C(N=C2N1C3C(C(C(O3)CO)O)O)F)N. Drug 2: COC1=C2C(=CC3=C1OC=C3)C=CC(=O)O2. Cell line: UACC-257. Synergy scores: CSS=-1.74, Synergy_ZIP=0.245, Synergy_Bliss=-1.26, Synergy_Loewe=-1.88, Synergy_HSA=-2.14. (6) Drug 1: C1=NC2=C(N=C(N=C2N1C3C(C(C(O3)CO)O)F)Cl)N. Drug 2: COC1=C2C(=CC3=C1OC=C3)C=CC(=O)O2. Cell line: RPMI-8226. Synergy scores: CSS=1.23, Synergy_ZIP=7.98, Synergy_Bliss=2.61, Synergy_Loewe=-4.42, Synergy_HSA=-2.73.